From a dataset of Reaction yield outcomes from USPTO patents with 853,638 reactions. Predict the reaction yield, written as a fraction of the theoretical maximum amount of product (1.0 means a 100% yield; for example, 0.34 means a 34% yield). (1) The reactants are Br[C:2]1[C:11]2[C:6](=[C:7]([C:12]([F:15])([F:14])[F:13])[CH:8]=[CH:9][CH:10]=2)[N:5]=[CH:4][C:3]=1[CH3:16].B([C:20]1[CH:21]=[C:22]([CH:26]=[CH:27][CH:28]=1)[C:23]([OH:25])=[O:24])(O)O.C(=O)([O-])[O-].[Na+].[Na+].Cl. The catalyst is O1CCOCC1.O.C1C=CC([P]([Pd]([P](C2C=CC=CC=2)(C2C=CC=CC=2)C2C=CC=CC=2)([P](C2C=CC=CC=2)(C2C=CC=CC=2)C2C=CC=CC=2)[P](C2C=CC=CC=2)(C2C=CC=CC=2)C2C=CC=CC=2)(C2C=CC=CC=2)C2C=CC=CC=2)=CC=1. The product is [CH3:16][C:3]1[CH:4]=[N:5][C:6]2[C:11]([C:2]=1[C:20]1[CH:21]=[C:22]([CH:26]=[CH:27][CH:28]=1)[C:23]([OH:25])=[O:24])=[CH:10][CH:9]=[CH:8][C:7]=2[C:12]([F:15])([F:14])[F:13]. The yield is 0.720. (2) The reactants are [Na].[CH3:2][O:3][C:4]1[CH:5]=[C:6]([CH2:12][C:13]#[N:14])[CH:7]=[CH:8][C:9]=1[O:10][CH3:11].[C:15](=O)([O:19]CC)[O:16][CH2:17][CH3:18]. No catalyst specified. The product is [C:13]([CH:12]([C:6]1[CH:7]=[CH:8][C:9]([O:10][CH3:11])=[C:4]([O:3][CH3:2])[CH:5]=1)[C:15]([O:16][CH2:17][CH3:18])=[O:19])#[N:14]. The yield is 0.800. (3) The reactants are [BH4-].[Na+].C([O:5][C:6](=O)[CH2:7][CH2:8][N:9]([CH3:36])[C:10](=[O:35])[CH2:11][CH2:12][O:13][C@H:14]1[CH2:19][CH2:18][C@H:17]([N:20]([CH3:34])[S:21]([C:24]2[CH:29]=[CH:28][C:27]([C:30]([F:33])([F:32])[F:31])=[CH:26][CH:25]=2)(=[O:23])=[O:22])[CH2:16][CH2:15]1)C.C1COCC1.CO. The catalyst is O. The product is [OH:5][CH2:6][CH2:7][CH2:8][N:9]([CH3:36])[C:10](=[O:35])[CH2:11][CH2:12][O:13][C@H:14]1[CH2:15][CH2:16][C@H:17]([N:20]([CH3:34])[S:21]([C:24]2[CH:29]=[CH:28][C:27]([C:30]([F:31])([F:32])[F:33])=[CH:26][CH:25]=2)(=[O:22])=[O:23])[CH2:18][CH2:19]1. The yield is 0.240.